This data is from Reaction yield outcomes from USPTO patents with 853,638 reactions. The task is: Predict the reaction yield, written as a fraction of the theoretical maximum amount of product (1.0 means a 100% yield; for example, 0.34 means a 34% yield). (1) The catalyst is CN(C=O)C. The product is [Br:1][C:2]1[CH:7]=[C:6]([NH:8][C:14](=[O:15])[C:13]2[C:12]([Cl:11])=[CH:20][CH:19]=[CH:18][C:17]=2[Cl:21])[CH:5]=[CH:4][N:3]=1. The yield is 0.740. The reactants are [Br:1][C:2]1[CH:7]=[C:6]([NH2:8])[CH:5]=[CH:4][N:3]=1.[H-].[Na+].[Cl:11][C:12]1[CH:20]=[CH:19][CH:18]=[C:17]([Cl:21])[C:13]=1[C:14](Cl)=[O:15]. (2) The reactants are [CH3:1][O:2][C:3]1[C:4](=[O:37])[C:5]([CH3:36])=[C:6]([CH2:12][C:13]2[CH:14]=[CH:15][C:16]([O:32]C(=O)C)=[C:17]([CH:31]=2)[C:18]([NH:20][C:21]2[CH:26]=[CH:25][C:24]([C:27]([F:30])([F:29])[F:28])=[CH:23][CH:22]=2)=[O:19])[C:7](=[O:11])[C:8]=1[O:9][CH3:10].C(=O)([O-])O.[Na+]. The catalyst is CO.O. The product is [CH3:1][O:2][C:3]1[C:4](=[O:37])[C:5]([CH3:36])=[C:6]([CH2:12][C:13]2[CH:14]=[CH:15][C:16]([OH:32])=[C:17]([CH:31]=2)[C:18]([NH:20][C:21]2[CH:26]=[CH:25][C:24]([C:27]([F:28])([F:30])[F:29])=[CH:23][CH:22]=2)=[O:19])[C:7](=[O:11])[C:8]=1[O:9][CH3:10]. The yield is 0.700. (3) The reactants are C([O:3][C:4](=[O:30])[C:5]([CH3:29])([CH3:28])[CH2:6][CH2:7][CH2:8][CH2:9][CH2:10][CH:11]([C:21]1[CH:26]=[CH:25][CH:24]=[CH:23][C:22]=1[Cl:27])[N:12]1[CH2:17][CH2:16][C:15]2[S:18][CH:19]=[CH:20][C:14]=2[CH2:13]1)C.C(O)C.[OH-].[Na+]. The catalyst is O. The product is [Cl:27][C:22]1[CH:23]=[CH:24][CH:25]=[CH:26][C:21]=1[CH:11]([N:12]1[CH2:17][CH2:16][C:15]2[S:18][CH:19]=[CH:20][C:14]=2[CH2:13]1)[CH2:10][CH2:9][CH2:8][CH2:7][CH2:6][C:5]([CH3:29])([CH3:28])[C:4]([OH:30])=[O:3]. The yield is 0.438.